Dataset: NCI-60 drug combinations with 297,098 pairs across 59 cell lines. Task: Regression. Given two drug SMILES strings and cell line genomic features, predict the synergy score measuring deviation from expected non-interaction effect. Drug 1: CCC1=CC2CC(C3=C(CN(C2)C1)C4=CC=CC=C4N3)(C5=C(C=C6C(=C5)C78CCN9C7C(C=CC9)(C(C(C8N6C)(C(=O)OC)O)OC(=O)C)CC)OC)C(=O)OC.C(C(C(=O)O)O)(C(=O)O)O. Drug 2: CCC(=C(C1=CC=CC=C1)C2=CC=C(C=C2)OCCN(C)C)C3=CC=CC=C3.C(C(=O)O)C(CC(=O)O)(C(=O)O)O. Cell line: HL-60(TB). Synergy scores: CSS=50.2, Synergy_ZIP=9.12, Synergy_Bliss=10.7, Synergy_Loewe=-20.1, Synergy_HSA=10.2.